From a dataset of Reaction yield outcomes from USPTO patents with 853,638 reactions. Predict the reaction yield, written as a fraction of the theoretical maximum amount of product (1.0 means a 100% yield; for example, 0.34 means a 34% yield). (1) The reactants are [F:1][C:2]1[CH:3]=[CH:4][C:5]([NH:8][NH2:9])=[N:6][CH:7]=1.[CH:10]1([C:16](O)=[O:17])[CH2:15][CH2:14][CH2:13][CH2:12][CH2:11]1.C1C=CC2N(O)N=NC=2C=1.C(Cl)CCl. The catalyst is O. The product is [F:1][C:2]1[CH:3]=[CH:4][C:5]([NH:8][NH:9][C:16]([CH:10]2[CH2:15][CH2:14][CH2:13][CH2:12][CH2:11]2)=[O:17])=[N:6][CH:7]=1. The yield is 0.620. (2) The reactants are [C:1]([O:5][C:6]([N:8]1[CH2:13][C@H:12]([CH2:14][OH:15])[N:11]([CH2:16][C:17]([N:19]2[C:27]3[C:22](=[CH:23][CH:24]=[C:25]([Cl:28])[CH:26]=3)[C:21]([CH3:30])([CH3:29])[CH2:20]2)=[O:18])[CH2:10][C@H:9]1[CH3:31])=[O:7])([CH3:4])([CH3:3])[CH3:2].[H-].[Na+].[CH3:34]I. The catalyst is CN(C=O)C. The product is [C:1]([O:5][C:6]([N:8]1[CH2:13][C@H:12]([CH2:14][O:15][CH3:34])[N:11]([CH2:16][C:17]([N:19]2[C:27]3[C:22](=[CH:23][CH:24]=[C:25]([Cl:28])[CH:26]=3)[C:21]([CH3:30])([CH3:29])[CH2:20]2)=[O:18])[CH2:10][C@H:9]1[CH3:31])=[O:7])([CH3:4])([CH3:2])[CH3:3]. The yield is 0.190.